This data is from Full USPTO retrosynthesis dataset with 1.9M reactions from patents (1976-2016). The task is: Predict the reactants needed to synthesize the given product. (1) Given the product [O:6]1[C:5]([C:7]2[N:12]=[CH:11][N:10]=[C:9]([O:13][C:14]3[CH:15]=[C:16]([NH:20][C:21](=[O:27])[O:22][C:23]([CH3:26])([CH3:25])[CH3:24])[CH:17]=[CH:18][CH:19]=3)[CH:8]=2)=[N:4][CH:3]=[N:2]1, predict the reactants needed to synthesize it. The reactants are: O[NH:2]/[CH:3]=[N:4]/[C:5]([C:7]1[N:12]=[CH:11][N:10]=[C:9]([O:13][C:14]2[CH:15]=[C:16]([NH:20][C:21](=[O:27])[O:22][C:23]([CH3:26])([CH3:25])[CH3:24])[CH:17]=[CH:18][CH:19]=2)[CH:8]=1)=[O:6].O1CCOCC1.C(O)(=O)C.C([O-])([O-])=O.[K+].[K+]. (2) The reactants are: [N:1]([O-])=O.[Na+].[Br:5][C:6]1[C:12]([N+:13]([O-:15])=[O:14])=[CH:11][C:9]([NH2:10])=[C:8]([CH3:16])[CH:7]=1. Given the product [Br:5][C:6]1[CH:7]=[C:8]2[C:9](=[CH:11][C:12]=1[N+:13]([O-:15])=[O:14])[NH:10][N:1]=[CH:16]2, predict the reactants needed to synthesize it. (3) Given the product [C:18]([CH:17]([CH2:16][CH2:15][CH2:14][CH2:13][C:11]#[N:12])[CH2:30][CH2:31][C:32]1[CH:37]=[CH:36][C:35]([C:38]([O:40][CH3:41])=[O:39])=[CH:34][CH:33]=1)([OH:20])=[O:19], predict the reactants needed to synthesize it. The reactants are: C(N(CC)CC)C.C(O)=O.[C:11]([CH2:13][CH2:14][CH2:15][CH2:16][C:17]([CH2:30][CH2:31][C:32]1[CH:37]=[CH:36][C:35]([C:38]([O:40][CH3:41])=[O:39])=[CH:34][CH:33]=1)(C(OCC=C)=O)[C:18]([O:20]CC=C)=[O:19])#[N:12].C1(P(C2C=CC=CC=2)C2C=CC=CC=2)C=CC=CC=1. (4) Given the product [Cl:1][C:2]1[CH:3]=[C:4]2[NH:22][C:21]([O:23][C@@H:24]3[CH2:28][O:27][C@@H:26]4[C@:29]([CH3:33])([OH:32])[CH2:30][O:31][C@H:25]34)=[N:20][C:5]2=[N:6][C:7]=1[C:8]1[CH:13]=[CH:12][C:11]([C:14]2[CH:15]=[CH:16][CH:17]=[CH:18][CH:19]=2)=[CH:10][CH:9]=1, predict the reactants needed to synthesize it. The reactants are: [Cl:1][C:2]1[CH:3]=[C:4]2[NH:22][C:21]([O:23][C@@H:24]3[CH2:28][O:27][C@@H:26]4[C:29](=[O:32])[CH2:30][O:31][C@H:25]34)=[N:20][C:5]2=[N:6][C:7]=1[C:8]1[CH:13]=[CH:12][C:11]([C:14]2[CH:19]=[CH:18][CH:17]=[CH:16][CH:15]=2)=[CH:10][CH:9]=1.[CH3:33][Mg]Br.C(OCC)C. (5) Given the product [Cl:1][C:2]1[CH:3]=[C:4]([CH:35]=[CH:36][C:37]=1[O:38][CH3:39])[CH2:5][NH:6][C:7]1[C:12]([C:13]([O:15][CH2:16][CH2:17][O:18][CH2:19][C:20]2[CH:25]=[CH:24][CH:23]=[CH:22][CH:21]=2)=[O:14])=[C:11]([N:26]2[CH2:31][CH2:30][CH:29]([OH:32])[CH2:28][CH2:27]2)[N:10]=[C:9]([S:33]([CH3:34])=[O:48])[N:8]=1, predict the reactants needed to synthesize it. The reactants are: [Cl:1][C:2]1[CH:3]=[C:4]([CH:35]=[CH:36][C:37]=1[O:38][CH3:39])[CH2:5][NH:6][C:7]1[C:12]([C:13]([O:15][CH2:16][CH2:17][O:18][CH2:19][C:20]2[CH:25]=[CH:24][CH:23]=[CH:22][CH:21]=2)=[O:14])=[C:11]([N:26]2[CH2:31][CH2:30][CH:29]([OH:32])[CH2:28][CH2:27]2)[N:10]=[C:9]([S:33][CH3:34])[N:8]=1.ClC1C=CC=C(C(OO)=[O:48])C=1. (6) The reactants are: [Cl:1][C:2]1[CH:7]=[CH:6][C:5]([C:8]2[C:14]3[C:15]([CH3:19])=[C:16]([CH3:18])[S:17][C:13]=3[N:12]3[C:20]([CH3:23])=[N:21][N:22]=[C:11]3[C@H:10]([CH2:24][C:25]([NH:27][CH2:28][CH2:29][CH2:30][N:31]3[CH2:36][CH2:35][NH:34][CH2:33][CH2:32]3)=[O:26])[N:9]=2)=[CH:4][CH:3]=1.[C:37]([O:41][C:42]([NH:44][CH2:45][CH2:46][CH2:47][CH2:48][CH2:49][C:50](O)=[O:51])=[O:43])([CH3:40])([CH3:39])[CH3:38].CCN(C(C)C)C(C)C.CN(C(ON1N=NC2C=CC=NC1=2)=[N+](C)C)C.F[P-](F)(F)(F)(F)F. Given the product [Cl:1][C:2]1[CH:3]=[CH:4][C:5]([C:8]2[C:14]3[C:15]([CH3:19])=[C:16]([CH3:18])[S:17][C:13]=3[N:12]3[C:20]([CH3:23])=[N:21][N:22]=[C:11]3[C@H:10]([CH2:24][C:25]([NH:27][CH2:28][CH2:29][CH2:30][N:31]3[CH2:32][CH2:33][N:34]([C:50](=[O:51])[CH2:49][CH2:48][CH2:47][CH2:46][CH2:45][NH:44][C:42](=[O:43])[O:41][C:37]([CH3:38])([CH3:39])[CH3:40])[CH2:35][CH2:36]3)=[O:26])[N:9]=2)=[CH:6][CH:7]=1, predict the reactants needed to synthesize it.